Dataset: Catalyst prediction with 721,799 reactions and 888 catalyst types from USPTO. Task: Predict which catalyst facilitates the given reaction. Reactant: [N:1]1([CH2:7][CH2:8][NH2:9])[CH2:6][CH2:5][CH2:4][CH2:3][CH2:2]1.Cl[C:11]1[N:12]=[N+:13]([O-:24])[C:14]2[C:23]3[CH2:22][CH2:21][CH2:20][C:19]=3[CH:18]=[CH:17][C:15]=2[N:16]=1. Product: [N:1]1([CH2:7][CH2:8][NH:9][C:11]2[N:12]=[N+:13]([O-:24])[C:14]3[C:23]4[CH2:22][CH2:21][CH2:20][C:19]=4[CH:18]=[CH:17][C:15]=3[N:16]=2)[CH2:6][CH2:5][CH2:4][CH2:3][CH2:2]1. The catalyst class is: 57.